Task: Regression. Given a target protein amino acid sequence and a drug SMILES string, predict the binding affinity score between them. We predict pIC50 (pIC50 = -log10(IC50 in M); higher means more potent). Dataset: bindingdb_ic50.. Dataset: Drug-target binding data from BindingDB using IC50 measurements The compound is O=C(NC12CC3CC(CC(C3)C1)C2)N1CCC2(C=Cc3ccccc32)CC1. The target protein (P70536) has sequence MEGTPAANWSVELDLGSGVPPGEEGNRTAGPPQRNEALARVEVAVLCLILFLALSGNACVLLALRTTRHKHSRLFFFMKHLSIADLVVAVFQVLPQLLWDITFRFYGPDLLCRLVKYLQVVGMFASTYLLLLMSLDRCLAICQPLRSLRRRTDRLAVLGTWLGCLVASAPQVHIFSLREVADGVFDCWAVFIQPWGPKAYVTWITLAVYIVPVIVLAACYGLISFKIWQNLRLKTAAAAAAAEGNDAAGGAGRAALARVSSVKLISKAKIRTVKMTFIIVLAFIVCWTPFFFVQMWSVWDVNAPKEASAFIIAMLLASLNSCCNPWIYMLFTGHLFHELVQRFFCCSARYLKGSRPGETSVSKKSNSSTFVLSRRSSSQRSCSQPSSA. The pIC50 is 5.0.